Dataset: Reaction yield outcomes from USPTO patents with 853,638 reactions. Task: Predict the reaction yield, written as a fraction of the theoretical maximum amount of product (1.0 means a 100% yield; for example, 0.34 means a 34% yield). (1) The catalyst is N1C=CC=CC=1. The yield is 0.930. The product is [N:4]1[N:3]=[CH:1][N:19]([C:20]2[CH:21]=[CH:22][C:23]([CH2:26][C:27]([OH:29])=[O:28])=[CH:24][CH:25]=2)[CH:5]=1. The reactants are [CH:1]([NH:3][NH:4][CH:5]=O)=O.C[Si](Cl)(C)C.CCN(CC)CC.[NH2:19][C:20]1[CH:25]=[CH:24][C:23]([CH2:26][C:27]([OH:29])=[O:28])=[CH:22][CH:21]=1. (2) The reactants are [F:1][C:2]1[CH:7]=[CH:6][CH:5]=[C:4]([F:8])[C:3]=1[N:9]1[C:14]2[N:15]=[C:16]([S:32][CH3:33])[N:17]=[C:18]([C:19]3[CH:20]=[C:21]([CH:28]=[CH:29][C:30]=3[CH3:31])[C:22]([NH:24][CH2:25][CH2:26][CH3:27])=[O:23])[C:13]=2[CH2:12][NH:11][C:10]1=[O:34].C1C=C(Cl)C=C(C(OO)=[O:43])C=1.CCOC(C)=O.CCCCCC. The catalyst is C(Cl)Cl. The product is [F:1][C:2]1[CH:7]=[CH:6][CH:5]=[C:4]([F:8])[C:3]=1[N:9]1[C:14]2[N:15]=[C:16]([S:32]([CH3:33])=[O:43])[N:17]=[C:18]([C:19]3[CH:20]=[C:21]([CH:28]=[CH:29][C:30]=3[CH3:31])[C:22]([NH:24][CH2:25][CH2:26][CH3:27])=[O:23])[C:13]=2[CH2:12][NH:11][C:10]1=[O:34]. The yield is 0.770. (3) The reactants are [F:1][C:2]1([F:44])[CH2:7][C@H:6]([O:8][C:9]2[C:14]([F:15])=[CH:13][C:12]([S:16]([N:19](CC3C=CC(OC)=CC=3OC)[C:20]3[CH:25]=[CH:24][N:23]=[CH:22][N:21]=3)(=[O:18])=[O:17])=[C:11]([F:37])[CH:10]=2)[C@@H:5]([C:38]2[N:42]([CH3:43])[N:41]=[CH:40][CH:39]=2)[CH2:4][CH2:3]1.C([SiH](CC)CC)C.FC(F)(F)C(O)=O. The catalyst is ClCCl. The product is [F:44][C:2]1([F:1])[CH2:7][C@H:6]([O:8][C:9]2[C:14]([F:15])=[CH:13][C:12]([S:16]([NH:19][C:20]3[CH:25]=[CH:24][N:23]=[CH:22][N:21]=3)(=[O:17])=[O:18])=[C:11]([F:37])[CH:10]=2)[C@@H:5]([C:38]2[N:42]([CH3:43])[N:41]=[CH:40][CH:39]=2)[CH2:4][CH2:3]1. The yield is 0.950. (4) The reactants are Br[CH2:2][C:3]([C:5]1[C:10]([CH3:11])=[CH:9][C:8]([O:12][C:13]2[CH:18]=[CH:17][C:16]([O:19][CH:20]([CH3:22])[CH3:21])=[CH:15][CH:14]=2)=[CH:7][C:6]=1[CH3:23])=O.[NH2:24][C:25]([NH2:27])=[S:26]. The catalyst is CCO. The product is [CH:20]([O:19][C:16]1[CH:17]=[CH:18][C:13]([O:12][C:8]2[CH:9]=[C:10]([CH3:11])[C:5]([C:3]3[N:24]=[C:25]([NH2:27])[S:26][CH:2]=3)=[C:6]([CH3:23])[CH:7]=2)=[CH:14][CH:15]=1)([CH3:22])[CH3:21]. The yield is 0.610. (5) The reactants are [C:1]([NH2:9])(=[O:8])[C:2]1[CH:7]=[CH:6][CH:5]=[CH:4][CH:3]=1.I[C:11]1[CH:16]=[CH:15][CH:14]=[CH:13][C:12]=1[O:17][CH3:18]. No catalyst specified. The product is [CH3:18][O:17][C:12]1[CH:13]=[CH:14][CH:15]=[CH:16][C:11]=1[NH:9][C:1](=[O:8])[C:2]1[CH:7]=[CH:6][CH:5]=[CH:4][CH:3]=1. The yield is 0.210. (6) The reactants are [Cl:1][C:2]1[CH:7]=[CH:6][CH:5]=[C:4]([Cl:8])[C:3]=1[NH:9][C:10]([NH:12][C:13]1[S:14][C:15]([CH2:21][C:22]2[CH:27]=[CH:26][CH:25]=[CH:24][CH:23]=2)=[CH:16][C:17]=1[C:18](O)=[O:19])=[O:11].CN(C(ON1N=NC2C=CC=NC1=2)=[N+](C)C)C.F[P-](F)(F)(F)(F)F.CCN(C(C)C)C(C)C.Cl.[NH2:62][C@@H:63]([CH:68]1[CH2:73][CH2:72][CH2:71][CH2:70][CH2:69]1)[C:64]([O:66][CH3:67])=[O:65]. The catalyst is CN(C=O)C. The product is [CH:68]1([C@H:63]([NH:62][C:18]([C:17]2[CH:16]=[C:15]([CH2:21][C:22]3[CH:27]=[CH:26][CH:25]=[CH:24][CH:23]=3)[S:14][C:13]=2[NH:12][C:10]([NH:9][C:3]2[C:2]([Cl:1])=[CH:7][CH:6]=[CH:5][C:4]=2[Cl:8])=[O:11])=[O:19])[C:64]([O:66][CH3:67])=[O:65])[CH2:73][CH2:72][CH2:71][CH2:70][CH2:69]1. The yield is 0.630. (7) The reactants are Br[C:2]1[CH:9]=[C:8]([N:10]2[C:18]3[CH2:17][C:16]([CH3:20])([CH3:19])[CH2:15][C:14](=[O:21])[C:13]=3[C:12]([CH3:22])=[CH:11]2)[CH:7]=[CH:6][C:3]=1[C:4]#[N:5].[CH3:23][O:24][C:25]1[CH:26]=[C:27]([CH:29]=[C:30]([O:34][CH3:35])[C:31]=1[O:32][CH3:33])[NH2:28].CC(C)([O-:39])C.[Na+]. The catalyst is C1(C)C=CC=CC=1.C([O-])(=O)C.[Pd+2].C([O-])(=O)C.C1(P(C2C=CC=CC=2)[C-]2C=CC=C2)C=CC=CC=1.[C-]1(P(C2C=CC=CC=2)C2C=CC=CC=2)C=CC=C1.[Fe+2]. The product is [CH3:35][O:34][C:30]1[CH:29]=[C:27]([NH:28][C:2]2[CH:9]=[C:8]([N:10]3[C:18]4[CH2:17][C:16]([CH3:20])([CH3:19])[CH2:15][C:14](=[O:21])[C:13]=4[C:12]([CH3:22])=[CH:11]3)[CH:7]=[CH:6][C:3]=2[C:4]([NH2:5])=[O:39])[CH:26]=[C:25]([O:24][CH3:23])[C:31]=1[O:32][CH3:33]. The yield is 0.200. (8) The reactants are [NH2:1][C:2]1[CH:7]=[CH:6][CH:5]=[CH:4][CH:3]=1.C(=O)(O)[O-].[Na+].[C:13]1([CH3:23])[CH:18]=[CH:17][C:16]([S:19](Cl)(=[O:21])=[O:20])=[CH:15][CH:14]=1. The catalyst is O. The product is [CH3:23][C:13]1[CH:18]=[CH:17][C:16]([S:19]([NH:1][C:2]2[CH:7]=[CH:6][CH:5]=[CH:4][CH:3]=2)(=[O:21])=[O:20])=[CH:15][CH:14]=1. The yield is 0.849. (9) The reactants are C1(N[C:8]2[C:9]3[S:33][CH2:32][CH2:31][C:10]=3[N:11]=[C:12]([N:14]3[CH2:19][CH2:18][N:17](C4C=CC(C(OCC)=O)=CC=4)[CH2:16][CH2:15]3)[N:13]=2)CCCCC1.[C:34]1([N:40]=C=O)C=CC=[CH:36][CH:35]=1. The catalyst is O1CCCC1. The product is [N:14]1([C:12]2[N:13]=[C:8]([CH2:36][CH2:35][CH2:34][NH2:40])[C:9]3[S:33][CH2:32][CH2:31][C:10]=3[N:11]=2)[CH2:15][CH2:16][NH:17][CH2:18][CH2:19]1. The yield is 0.530.